This data is from Full USPTO retrosynthesis dataset with 1.9M reactions from patents (1976-2016). The task is: Predict the reactants needed to synthesize the given product. Given the product [CH2:36]([C:29]1[CH:30]=[C:31]([OH:35])[C:32]([F:34])=[CH:33][C:28]=1[C:24]1[CH:23]=[C:22]2[C:27]([C:19]([C:17]3[NH:16][C:13]4[CH2:14][CH2:15][N:10]([C:8]([C:5]5[CH:4]=[N:3][C:2]([N:38]6[CH2:43][CH2:42][O:41][CH2:40][CH2:39]6)=[CH:7][N:6]=5)=[O:9])[CH2:11][C:12]=4[N:18]=3)=[N:20][NH:21]2)=[CH:26][CH:25]=1)[CH3:37], predict the reactants needed to synthesize it. The reactants are: Cl[C:2]1[N:3]=[CH:4][C:5]([C:8]([N:10]2[CH2:15][CH2:14][C:13]3[NH:16][C:17]([C:19]4[C:27]5[C:22](=[CH:23][C:24]([C:28]6[CH:33]=[C:32]([F:34])[C:31]([OH:35])=[CH:30][C:29]=6[CH2:36][CH3:37])=[CH:25][CH:26]=5)[NH:21][N:20]=4)=[N:18][C:12]=3[CH2:11]2)=[O:9])=[N:6][CH:7]=1.[NH:38]1[CH2:43][CH2:42][O:41][CH2:40][CH2:39]1.